From a dataset of Reaction yield outcomes from USPTO patents with 853,638 reactions. Predict the reaction yield, written as a fraction of the theoretical maximum amount of product (1.0 means a 100% yield; for example, 0.34 means a 34% yield). The reactants are Br[C:2]1[CH:24]=[CH:23][C:5]([CH2:6][N:7]2[CH:22]=[C:10]3[C:11](=[O:21])[N:12]([CH3:20])[C:13]4[N:14]([CH2:15][C:16]([CH3:19])([CH3:18])[N:17]=4)[C:9]3=[N:8]2)=[CH:4][CH:3]=1.[C:25]1([OH:31])[CH:30]=[CH:29][CH:28]=[CH:27][CH:26]=1.C(=O)([O-])[O-].[Cs+].[Cs+].CC(C)(C(=O)CC(=O)C(C)(C)C)C. The catalyst is CN1C(=O)CCC1.O.Cl[Cu]. The product is [O:31]([C:2]1[CH:24]=[CH:23][C:5]([CH2:6][N:7]2[CH:22]=[C:10]3[C:11](=[O:21])[N:12]([CH3:20])[C:13]4[N:14]([CH2:15][C:16]([CH3:19])([CH3:18])[N:17]=4)[C:9]3=[N:8]2)=[CH:4][CH:3]=1)[C:25]1[CH:30]=[CH:29][CH:28]=[CH:27][CH:26]=1. The yield is 0.840.